Dataset: Reaction yield outcomes from USPTO patents with 853,638 reactions. Task: Predict the reaction yield, written as a fraction of the theoretical maximum amount of product (1.0 means a 100% yield; for example, 0.34 means a 34% yield). (1) The reactants are C(OC([NH:8][C:9]1[S:13][C:12]([C:14]2[C:19]([F:20])=[CH:18][CH:17]=[CH:16][C:15]=2[F:21])=[N:11][C:10]=1[C:22]([OH:24])=O)=O)(C)(C)C.[NH2:25][C:26]1[CH:27]=[N:28][CH:29]=[CH:30][C:31]=1[N:32]1[CH2:37][CH2:36][N:35](C(OC(C)(C)C)=O)[CH2:34][CH2:33]1. No catalyst specified. The product is [NH2:8][C:9]1[S:13][C:12]([C:14]2[C:15]([F:21])=[CH:16][CH:17]=[CH:18][C:19]=2[F:20])=[N:11][C:10]=1[C:22]([NH:25][C:26]1[CH:27]=[N:28][CH:29]=[CH:30][C:31]=1[N:32]1[CH2:37][CH2:36][NH:35][CH2:34][CH2:33]1)=[O:24]. The yield is 0.250. (2) The reactants are [C:1]([O:5][C:6](=[O:41])[NH:7][CH:8]([C:14]1[CH:19]=[CH:18][C:17]([O:20][C:21]2[CH:26]=[CH:25][C:24]([CH2:27][CH2:28][C:29](=[O:40])[NH:30][O:31]C(=O)C3C=CC=CC=3)=[CH:23][CH:22]=2)=[CH:16][CH:15]=1)[C:9](=[O:13])[N:10]([CH3:12])[CH3:11])([CH3:4])([CH3:3])[CH3:2].[H][H]. The catalyst is CO.[Pd]. The product is [C:1]([O:5][C:6](=[O:41])[NH:7][CH:8]([C:9](=[O:13])[N:10]([CH3:12])[CH3:11])[C:14]1[CH:15]=[CH:16][C:17]([O:20][C:21]2[CH:26]=[CH:25][C:24]([CH2:27][CH2:28][C:29](=[O:40])[NH:30][OH:31])=[CH:23][CH:22]=2)=[CH:18][CH:19]=1)([CH3:2])([CH3:4])[CH3:3]. The yield is 0.900. (3) The reactants are [NH2:1][CH2:2][CH2:3][N:4]([CH2:17][CH3:18])[CH2:5][CH2:6][O:7][C:8]1[C:9]([N+:14]([O-:16])=[O:15])=[N:10][CH:11]=[CH:12][CH:13]=1.C(N(CCN[C:35](=[O:41])[O:36][C:37]([CH3:40])([CH3:39])[CH3:38])CCOC1C(F)=NC=CC=1)C. No catalyst specified. The product is [CH2:17]([N:4]([CH2:3][CH2:2][NH:1][C:35](=[O:41])[O:36][C:37]([CH3:40])([CH3:39])[CH3:38])[CH2:5][CH2:6][O:7][C:8]1[C:9]([N+:14]([O-:16])=[O:15])=[N:10][CH:11]=[CH:12][CH:13]=1)[CH3:18]. The yield is 0.640. (4) The reactants are ClC(Cl)(O[C:5](=[O:11])OC(Cl)(Cl)Cl)Cl.[NH2:13][C:14]1[CH:19]=[CH:18][C:17]([C:20]2[N:21]=[C:22]([N:42]3[CH2:47][CH2:46][O:45][CH2:44][CH2:43]3)[C:23]3[N:28]=[N:27][N:26]([CH:29]4[CH2:34][CH2:33][N:32]([C:35]([O:37][C:38]([CH3:41])([CH3:40])[CH3:39])=[O:36])[CH2:31][CH2:30]4)[C:24]=3[N:25]=2)=[CH:16][CH:15]=1.[F:48][C:49]1[CH:55]=[CH:54][C:52]([NH2:53])=[CH:51][CH:50]=1.CCN(CC)CC. The catalyst is C(Cl)Cl. The product is [F:48][C:49]1[CH:55]=[CH:54][C:52]([NH:53][C:5]([NH:13][C:14]2[CH:15]=[CH:16][C:17]([C:20]3[N:21]=[C:22]([N:42]4[CH2:43][CH2:44][O:45][CH2:46][CH2:47]4)[C:23]4[N:28]=[N:27][N:26]([CH:29]5[CH2:30][CH2:31][N:32]([C:35]([O:37][C:38]([CH3:41])([CH3:39])[CH3:40])=[O:36])[CH2:33][CH2:34]5)[C:24]=4[N:25]=3)=[CH:18][CH:19]=2)=[O:11])=[CH:51][CH:50]=1. The yield is 0.170. (5) The reactants are [CH2:1]([NH:3][C:4]([C:6]1[C:10]([C:11]2[CH:16]=[CH:15][C:14]([CH2:17][N:18]3[CH2:23][CH2:22][O:21][CH2:20][CH2:19]3)=[CH:13][CH:12]=2)=[C:9]([C:24]2[CH:29]=[C:28]([CH2:30][CH2:31][C:32]3[CH:37]=[CH:36][CH:35]=[CH:34][CH:33]=3)[C:27]([O:38]CC3C=CC=CC=3)=[CH:26][C:25]=2[O:46]CC2C=CC=CC=2)[O:8][N:7]=1)=[O:5])[CH3:2].B(Cl)(Cl)[Cl:55]. The catalyst is ClCCl. The product is [ClH:55].[CH2:1]([NH:3][C:4]([C:6]1[C:10]([C:11]2[CH:12]=[CH:13][C:14]([CH2:17][N:18]3[CH2:19][CH2:20][O:21][CH2:22][CH2:23]3)=[CH:15][CH:16]=2)=[C:9]([C:24]2[CH:29]=[C:28]([CH2:30][CH2:31][C:32]3[CH:37]=[CH:36][CH:35]=[CH:34][CH:33]=3)[C:27]([OH:38])=[CH:26][C:25]=2[OH:46])[O:8][N:7]=1)=[O:5])[CH3:2]. The yield is 0.240.